Predict hERG channel inhibition at various concentrations. From a dataset of hERG Central: cardiac toxicity at 1µM, 10µM, and general inhibition. (1) The molecule is O=C(NCCc1nc2ccccc2[nH]1)/C(=C/c1ccco1)NC(=O)c1ccc(Br)cc1. Results: hERG_inhib (hERG inhibition (general)): blocker. (2) The molecule is Cc1cc(=O)oc2cc(OCC(=O)NC3CCCC3)ccc12. Results: hERG_inhib (hERG inhibition (general)): blocker.